From a dataset of Forward reaction prediction with 1.9M reactions from USPTO patents (1976-2016). Predict the product of the given reaction. (1) Given the reactants Cl.[NH2:2][CH:3]([C:25]1[CH:30]=[CH:29][CH:28]=[CH:27][C:26]=1[C:31]([F:34])([F:33])[F:32])[CH2:4][NH:5][C:6](=[O:24])[CH2:7][N:8]1[C:12](=[O:13])[N:11]([CH2:14][CH2:15][O:16][CH3:17])[C:10]([C:18]2[S:19][C:20]([Cl:23])=[CH:21][CH:22]=2)=[N:9]1.[CH3:35][S:36](Cl)(=[O:38])=[O:37], predict the reaction product. The product is: [Cl:23][C:20]1[S:19][C:18]([C:10]2[N:11]([CH2:14][CH2:15][O:16][CH3:17])[C:12](=[O:13])[N:8]([CH2:7][C:6]([NH:5][CH2:4][CH:3]([NH:2][S:36]([CH3:35])(=[O:38])=[O:37])[C:25]3[CH:30]=[CH:29][CH:28]=[CH:27][C:26]=3[C:31]([F:32])([F:33])[F:34])=[O:24])[N:9]=2)=[CH:22][CH:21]=1. (2) Given the reactants [OH-].[Na+].[Cl:3][C:4]1[CH:9]=[C:8]([C:10]2[CH:15]=[CH:14][CH:13]=[CH:12][C:11]=2[O:16][CH3:17])[N:7]=[C:6]([C:18]([O:20]C)=[O:19])[CH:5]=1.CO.Cl, predict the reaction product. The product is: [Cl:3][C:4]1[CH:9]=[C:8]([C:10]2[CH:15]=[CH:14][CH:13]=[CH:12][C:11]=2[O:16][CH3:17])[N:7]=[C:6]([C:18]([OH:20])=[O:19])[CH:5]=1. (3) Given the reactants [Cl:1][C:2]1[CH:3]=[CH:4][C:5]2[N:11]3[C:12]([C:15]([F:18])([F:17])[F:16])=[N:13][N:14]=[C:10]3[C@@H:9]([CH2:19][C:20]([O:22]CC)=[O:21])[S:8][C@H:7]([C:25]3[C:33]4[O:32][CH2:31][CH2:30][C:29]=4[CH:28]=[CH:27][CH:26]=3)[C:6]=2[CH:34]=1.Cl.C(O)(=O)CC(CC(O)=O)(C(O)=O)O, predict the reaction product. The product is: [Cl:1][C:2]1[CH:3]=[CH:4][C:5]2[N:11]3[C:12]([C:15]([F:18])([F:17])[F:16])=[N:13][N:14]=[C:10]3[C@@H:9]([CH2:19][C:20]([OH:22])=[O:21])[S:8][C@H:7]([C:25]3[C:33]4[O:32][CH2:31][CH2:30][C:29]=4[CH:28]=[CH:27][CH:26]=3)[C:6]=2[CH:34]=1. (4) The product is: [C:1]([C:5]1[C:10]([OH:11])=[CH:9][C:8]([NH:12][C:13]([C:15]2[C:24](=[O:25])[C:23]3[C:18](=[CH:19][CH:20]=[CH:21][CH:22]=3)[NH:17][CH:16]=2)=[O:14])=[C:7]([C:27]#[N:28])[CH:6]=1)([CH3:4])([CH3:3])[CH3:2]. Given the reactants [C:1]([C:5]1[C:10]([OH:11])=[CH:9][C:8]([NH:12][C:13]([C:15]2[C:24](=[O:25])[C:23]3[C:18](=[CH:19][CH:20]=[CH:21][CH:22]=3)[NH:17][CH:16]=2)=[O:14])=[C:7](Br)[CH:6]=1)([CH3:4])([CH3:3])[CH3:2].[CH3:27][N:28]1C(=O)CCC1, predict the reaction product. (5) Given the reactants [C:1]1(C)C(C)=CC=C[CH:6]=1.[CH2:9]([C:11]1[CH:16]=[CH:15][CH:14]=[CH:13][CH:12]=1)[CH3:10], predict the reaction product. The product is: [CH2:9]([C:11]1[CH:16]=[CH:15][CH:14]=[CH:13][C:12]=1[CH2:1][CH3:6])[CH3:10]. (6) Given the reactants [CH3:1][C@@H:2]1[CH2:7][CH2:6][C@H:5](OS(C)(=O)=O)[CH2:4][N:3]1[C:13]([O:15][CH2:16][C:17]1[CH:22]=[CH:21][CH:20]=[CH:19][CH:18]=1)=[O:14].[N-:23]=[N+:24]=[N-:25].[Na+], predict the reaction product. The product is: [N:23]([C@H:5]1[CH2:4][N:3]([C:13]([O:15][CH2:16][C:17]2[CH:22]=[CH:21][CH:20]=[CH:19][CH:18]=2)=[O:14])[C@H:2]([CH3:1])[CH2:7][CH2:6]1)=[N+:24]=[N-:25]. (7) Given the reactants [CH2:1]([O:8][C:9](=[O:31])[C@@H:10]([NH:23][C:24]([O:26][C:27]([CH3:30])([CH3:29])[CH3:28])=[O:25])[CH2:11][CH2:12][C:13](=[O:22])[NH:14][C:15]1[CH:20]=[CH:19][CH:18]=[CH:17][C:16]=1[NH2:21])[C:2]1[CH:7]=[CH:6][CH:5]=[CH:4][CH:3]=1.[CH3:32][CH2:33][CH2:34][CH2:35][CH:36]=O.C(OC)(OC)OC.C(O[BH-](OC(=O)C)OC(=O)C)(=O)C.[Na+].[OH-].[Na+], predict the reaction product. The product is: [CH2:1]([O:8][C:9](=[O:31])[CH:10]([NH:23][C:24]([O:26][C:27]([CH3:28])([CH3:30])[CH3:29])=[O:25])[CH2:11][CH2:12][C:13](=[O:22])[NH:14][C:15]1[CH:20]=[CH:19][CH:18]=[CH:17][C:16]=1[NH:21][CH2:32][CH2:33][CH2:34][CH2:35][CH3:36])[C:2]1[CH:7]=[CH:6][CH:5]=[CH:4][CH:3]=1.